This data is from Full USPTO retrosynthesis dataset with 1.9M reactions from patents (1976-2016). The task is: Predict the reactants needed to synthesize the given product. Given the product [CH3:26][CH2:27][O:28][CH2:29][CH2:30][O:15][C:16]1[CH:17]=[C:18]([CH:23]=[CH:24][CH:25]=1)[C:19]([O:21][CH3:22])=[O:20], predict the reactants needed to synthesize it. The reactants are: CC(OC(/N=N/C(OC(C)C)=O)=O)C.[OH:15][C:16]1[CH:17]=[C:18]([CH:23]=[CH:24][CH:25]=1)[C:19]([O:21][CH3:22])=[O:20].[CH2:26](O)[CH2:27][O:28][CH2:29][CH2:30]O.C1(P(C2C=CC=CC=2)C2C=CC=CC=2)C=CC=CC=1.